This data is from Reaction yield outcomes from USPTO patents with 853,638 reactions. The task is: Predict the reaction yield, written as a fraction of the theoretical maximum amount of product (1.0 means a 100% yield; for example, 0.34 means a 34% yield). (1) The reactants are [Cl:1][C:2]1[CH:3]=[C:4]2[C:9](=[C:10]([F:12])[CH:11]=1)[C:8]([CH3:14])([CH3:13])[C:7](=[O:15])[C:6]([C:16]([NH:18][CH2:19][C:20]([O:22]C(C)(C)C)=[O:21])=[O:17])=[C:5]2[OH:27]. The catalyst is C(O)(C(F)(F)F)=O. The product is [Cl:1][C:2]1[CH:3]=[C:4]2[C:9](=[C:10]([F:12])[CH:11]=1)[C:8]([CH3:14])([CH3:13])[C:7](=[O:15])[C:6]([C:16]([NH:18][CH2:19][C:20]([OH:22])=[O:21])=[O:17])=[C:5]2[OH:27]. The yield is 1.12. (2) The reactants are Br[C:2]1[CH:3]=[C:4]([CH:9]=[CH:10][C:11]=1[CH3:12])[C:5]([O:7][CH3:8])=[O:6].[CH3:13][N:14](C)C=O. The catalyst is [C-]#N.[C-]#N.[Zn+2].C1C=CC([P]([Pd]([P](C2C=CC=CC=2)(C2C=CC=CC=2)C2C=CC=CC=2)([P](C2C=CC=CC=2)(C2C=CC=CC=2)C2C=CC=CC=2)[P](C2C=CC=CC=2)(C2C=CC=CC=2)C2C=CC=CC=2)(C2C=CC=CC=2)C2C=CC=CC=2)=CC=1. The product is [C:13]([C:2]1[CH:3]=[C:4]([CH:9]=[CH:10][C:11]=1[CH3:12])[C:5]([O:7][CH3:8])=[O:6])#[N:14]. The yield is 0.760. (3) The reactants are C(OC([N:8]1[C:12]2[CH:13]=[CH:14][CH:15]=[CH:16][C:11]=2[N:10]=[C:9]1[CH2:17][N:18]([CH2:29][CH2:30][CH2:31][C:32]1[N:33]=[CH:34][N:35](C(OC(C)(C)C)=O)[CH:36]=1)[CH:19]1[C:28]2[N:27]=[CH:26][CH:25]=[CH:24][C:23]=2[CH2:22][CH2:21][CH2:20]1)=O)(C)(C)C.C(O)(C(F)(F)F)=O.C(Cl)Cl. No catalyst specified. The product is [NH:8]1[C:12]2[CH:13]=[CH:14][CH:15]=[CH:16][C:11]=2[N:10]=[C:9]1[CH2:17][N:18]([CH2:29][CH2:30][CH2:31][C:32]1[N:33]=[CH:34][NH:35][CH:36]=1)[CH:19]1[C:28]2[N:27]=[CH:26][CH:25]=[CH:24][C:23]=2[CH2:22][CH2:21][CH2:20]1. The yield is 0.800. (4) The reactants are C[O:2][C@H:3]1[CH2:11][N:10]2[C@H:5]([CH2:6][C:7](=[O:12])[CH2:8][CH2:9]2)[CH2:4]1.C(=O)([O-])[O-].[Na+].[Na+]. The product is [OH:2][C@H:3]1[CH2:11][N:10]2[C@H:5]([CH2:6][C:7](=[O:12])[CH2:8][CH2:9]2)[CH2:4]1. The catalyst is Br. The yield is 0.520. (5) The reactants are [F:1][C:2]1[CH:11]=[C:10]([C:12]2[C:13]([CH3:42])([CH3:41])[C@H:14]3[C@:27]([CH3:30])([CH2:28][CH:29]=2)[C@@H:26]2[C@:17]([CH3:40])([C@@:18]4([CH3:39])[C@H:23]([CH2:24][CH2:25]2)[C@H:22]2[C@H:31]([C:34]([CH3:36])=[CH2:35])[CH2:32][CH2:33][C@:21]2([CH:37]=O)[CH2:20][CH2:19]4)[CH2:16][CH2:15]3)[CH:9]=[CH:8][C:3]=1[C:4]([O:6]C)=[O:5].Cl.[NH2:44][CH2:45][CH2:46][C:47]([N:49]1[CH2:53][CH2:52][CH2:51][CH2:50]1)=[O:48]. No catalyst specified. The product is [F:1][C:2]1[CH:11]=[C:10]([C:12]2[C:13]([CH3:42])([CH3:41])[C@H:14]3[C@:27]([CH3:30])([CH2:28][CH:29]=2)[C@@H:26]2[C@:17]([CH3:40])([C@@:18]4([CH3:39])[C@H:23]([CH2:24][CH2:25]2)[C@H:22]2[C@H:31]([C:34]([CH3:36])=[CH2:35])[CH2:32][CH2:33][C@:21]2([CH2:37][NH:44][CH2:45][CH2:46][C:47](=[O:48])[N:49]2[CH2:53][CH2:52][CH2:51][CH2:50]2)[CH2:20][CH2:19]4)[CH2:16][CH2:15]3)[CH:9]=[CH:8][C:3]=1[C:4]([OH:6])=[O:5]. The yield is 0.670. (6) The reactants are C([O:3][C:4](=[O:25])[CH2:5][CH2:6][C:7]1[CH:12]=[CH:11][C:10]([S:13][CH2:14][CH2:15][C@H:16]([O:18]S(C)(=O)=O)[CH3:17])=[CH:9][C:8]=1[CH2:23][CH3:24])C.[C:26]1([CH3:44])[CH:31]=[CH:30][CH:29]=[CH:28][C:27]=1[O:32][C:33]1[CH:38]=[C:37]([C:39]([F:42])([F:41])[F:40])[CH:36]=[CH:35][C:34]=1O. No catalyst specified. The product is [CH2:23]([C:8]1[CH:9]=[C:10]([S:13][CH2:14][CH2:15][C@@H:16]([O:18][C:34]2[CH:35]=[CH:36][C:37]([C:39]([F:41])([F:40])[F:42])=[CH:38][C:33]=2[O:32][C:27]2[CH:28]=[CH:29][CH:30]=[CH:31][C:26]=2[CH3:44])[CH3:17])[CH:11]=[CH:12][C:7]=1[CH2:6][CH2:5][C:4]([OH:3])=[O:25])[CH3:24]. The yield is 0.610. (7) The reactants are [CH3:1][S:2]([C:4]1[CH:5]=[C:6]([CH:11]=[CH:12][CH:13]=1)[C:7]([O:9][CH3:10])=[O:8])=[O:3].FC(F)(F)C([NH2:18])=O.[O-2].[Mg+2].C(O)(=O)C.C(O)(=O)C.IC1C=CC=CC=1.C([O-])([O-])=O.[K+].[K+]. The catalyst is ClCCl. The product is [CH3:1][S:2]([C:4]1[CH:5]=[C:6]([CH:11]=[CH:12][CH:13]=1)[C:7]([O:9][CH3:10])=[O:8])(=[NH:18])=[O:3]. The yield is 0.740. (8) The product is [C:40]([O:39][C:37]([NH:44][C:45]1[S:46][C:47]([C:51]2[CH:52]=[CH:53][N:54]=[C:56]([NH:13][CH2:14][C:15]3[CH:16]=[CH:17][C:18]([C:19]([OH:21])=[O:20])=[CH:22][CH:23]=3)[N:25]=2)=[C:48]([CH3:50])[N:49]=1)=[O:38])([CH3:41])([CH3:42])[CH3:43]. No catalyst specified. The yield is 0.180. The reactants are N1C=CN=CC=1C1C=CN=C([NH:13][CH2:14][C:15]2[CH:23]=[CH:22][C:18]([C:19]([OH:21])=[O:20])=[CH:17][CH:16]=2)N=1.C[N:25](/C=C/C(C1C=NC=CN=1)=O)C.[C:37]([NH:44][C:45]1[S:46][C:47]([C:51](=O)/[CH:52]=[CH:53]/[N:54]([CH3:56])C)=[C:48]([CH3:50])[N:49]=1)([O:39][C:40]([CH3:43])([CH3:42])[CH3:41])=[O:38]. (9) The reactants are FC1C=C(C2N=C(SC)N=C(N3CCOC[C@@H]3C)C=2)C=NC=1.Cl[C:24]1[CH:29]=[C:28]([Cl:30])[N:27]=[C:26]([N:31]2[CH2:36][CH2:35][O:34][CH2:33][C@@H:32]2[CH3:37])[N:25]=1.[CH:38]1([NH:41][C:42](=[O:59])[NH:43][C:44]2[CH:49]=[CH:48][C:47](B3OC(C)(C)C(C)(C)O3)=[CH:46][CH:45]=2)[CH2:40][CH2:39]1. No catalyst specified. The product is [Cl:30][C:28]1[N:27]=[C:26]([N:31]2[CH2:36][CH2:35][O:34][CH2:33][C@@H:32]2[CH3:37])[N:25]=[C:24]([C:47]2[CH:48]=[CH:49][C:44]([NH:43][C:42]([NH:41][CH:38]3[CH2:39][CH2:40]3)=[O:59])=[CH:45][CH:46]=2)[CH:29]=1. The yield is 0.310.